Dataset: Aqueous solubility values for 9,982 compounds from the AqSolDB database. Task: Regression/Classification. Given a drug SMILES string, predict its absorption, distribution, metabolism, or excretion properties. Task type varies by dataset: regression for continuous measurements (e.g., permeability, clearance, half-life) or binary classification for categorical outcomes (e.g., BBB penetration, CYP inhibition). For this dataset (solubility_aqsoldb), we predict Y. The drug is OCCOCCOCCO. The Y is 0.823 log mol/L.